Dataset: Full USPTO retrosynthesis dataset with 1.9M reactions from patents (1976-2016). Task: Predict the reactants needed to synthesize the given product. The reactants are: [NH:1]([C:3]([CH:5]1[CH2:10][CH2:9][N:8]([C:11](OC(C)(C)C)=O)[CH2:7][CH2:6]1)=O)[NH2:2].[N:18]1[CH:23]=[CH:22][CH:21]=[CH:20][C:19]=1[C:24]#[N:25].[CH3:26][C:27]1[N:50]=[C:30]2[N:31]=[C:32]([C:42]3[CH:49]=[CH:48][C:45](C=O)=[CH:44][CH:43]=3)[C:33]([C:36]3[CH:41]=[CH:40][CH:39]=[CH:38][CH:37]=3)=[C:34]([CH3:35])[N:29]2[N:28]=1.[BH-](OC(C)=O)(OC(C)=O)OC(C)=O.[Na+]. Given the product [CH3:26][C:27]1[N:50]=[C:30]2[N:31]=[C:32]([C:42]3[CH:49]=[CH:48][C:45]([CH2:11][N:8]4[CH2:7][CH2:6][CH:5]([C:3]5[N:25]=[C:24]([C:19]6[CH:20]=[CH:21][CH:22]=[CH:23][N:18]=6)[NH:2][N:1]=5)[CH2:10][CH2:9]4)=[CH:44][CH:43]=3)[C:33]([C:36]3[CH:41]=[CH:40][CH:39]=[CH:38][CH:37]=3)=[C:34]([CH3:35])[N:29]2[N:28]=1, predict the reactants needed to synthesize it.